From a dataset of Reaction yield outcomes from USPTO patents with 853,638 reactions. Predict the reaction yield, written as a fraction of the theoretical maximum amount of product (1.0 means a 100% yield; for example, 0.34 means a 34% yield). (1) The reactants are [Cl:1][C:2]1[CH:3]=[C:4]([CH2:9][NH2:10])[CH:5]=[CH:6][C:7]=1[Cl:8].[CH2:11]([O:13][CH:14]([O:19][CH2:20][CH3:21])[C:15](=[NH:18])OC)[CH3:12]. The catalyst is CO. The product is [Cl:1][C:2]1[CH:3]=[C:4]([CH:5]=[CH:6][C:7]=1[Cl:8])[CH2:9][NH:10][C:15](=[NH:18])[CH:14]([O:19][CH2:20][CH3:21])[O:13][CH2:11][CH3:12]. The yield is 0.727. (2) The reactants are [CH:1]1([CH:7]([NH:27][C:28]2[CH:33]=[CH:32][C:31]([C:34]([NH:36][CH2:37][CH2:38][C:39]([O:41]CC)=[O:40])=[O:35])=[CH:30][CH:29]=2)[C:8]2[O:9][C:10]3[CH:17]=[CH:16][C:15]([O:18][CH2:19][C:20]4[CH:25]=[CH:24][N:23]=[C:22]([F:26])[CH:21]=4)=[CH:14][C:11]=3[C:12]=2[CH3:13])[CH2:6][CH2:5][CH2:4][CH2:3][CH2:2]1.[OH-].[Na+]. The catalyst is C(O)C. The product is [CH:1]1([CH:7]([NH:27][C:28]2[CH:33]=[CH:32][C:31]([C:34]([NH:36][CH2:37][CH2:38][C:39]([OH:41])=[O:40])=[O:35])=[CH:30][CH:29]=2)[C:8]2[O:9][C:10]3[CH:17]=[CH:16][C:15]([O:18][CH2:19][C:20]4[CH:25]=[CH:24][N:23]=[C:22]([F:26])[CH:21]=4)=[CH:14][C:11]=3[C:12]=2[CH3:13])[CH2:6][CH2:5][CH2:4][CH2:3][CH2:2]1. The yield is 0.750. (3) The reactants are [N:1]([C:4]1[C:5]([Cl:11])=[N:6][CH:7]=[CH:8][C:9]=1[I:10])=[N+]=[N-].[C:12]1([P:18]([C:25]2[CH:30]=[CH:29][CH:28]=[CH:27][CH:26]=2)[C:19]2[CH:24]=[CH:23][CH:22]=[CH:21][CH:20]=2)[CH:17]=[CH:16][CH:15]=[CH:14][CH:13]=1.C1COCC1.[N-]=[N+]=[N-]. The catalyst is O. The product is [Cl:11][C:5]1[C:4]([N:1]=[P:18]([C:19]2[CH:20]=[CH:21][CH:22]=[CH:23][CH:24]=2)([C:25]2[CH:30]=[CH:29][CH:28]=[CH:27][CH:26]=2)[C:12]2[CH:13]=[CH:14][CH:15]=[CH:16][CH:17]=2)=[C:9]([I:10])[CH:8]=[CH:7][N:6]=1. The yield is 0.930. (4) The reactants are [OH:1][CH2:2][CH2:3][NH:4][CH2:5][CH2:6][CH:7]1[S:11][C:10]([C:12]2[NH:13][C:14]3[C:19]([CH:20]=2)=[CH:18][CH:17]=[CH:16][C:15]=3[N:21]([CH3:30])[S:22]([C:25]2[S:26][CH:27]=[CH:28][CH:29]=2)(=[O:24])=[O:23])=[N:9][CH2:8]1.Cl[CH2:32][C:33](Cl)=[O:34].[OH-].[Na+].Cl. The catalyst is C(O)C.O. The product is [CH3:30][N:21]([C:15]1[CH:16]=[CH:17][CH:18]=[C:19]2[C:14]=1[NH:13][C:12]([C:10]1[S:11][CH:7]([CH2:6][CH2:5][N:4]3[CH2:3][CH2:2][O:1][CH2:32][C:33]3=[O:34])[CH2:8][N:9]=1)=[CH:20]2)[S:22]([C:25]1[S:26][CH:27]=[CH:28][CH:29]=1)(=[O:24])=[O:23]. The yield is 0.410. (5) The reactants are [CH3:1][CH2:2][CH3:3].[Br:4][Br:5]. No catalyst specified. The product is [Br:4][Br:5].[Br:4][CH:2]([CH3:3])[CH3:1].[Br:4][CH2:1][CH2:2][CH3:3]. The yield is 1.00. (6) The reactants are [OH:1][CH2:2][C:3]1[CH:4]=[CH:5][C:6]2[S:11][CH2:10][C:9](=[O:12])[NH:8][C:7]=2[CH:13]=1.O=C1NC2C=C(C(O)=O)C=CC=2SC1.CCN(CC)CC.C(OC(Cl)=O)C(C)C.[BH4-].[Na+].Cl. The catalyst is C1COCC1.O. The product is [O:12]=[C:9]1[NH:8][C:7]2[CH:13]=[C:3]([CH:2]=[O:1])[CH:4]=[CH:5][C:6]=2[S:11][CH2:10]1. The yield is 0.890. (7) The reactants are [CH3:1][O:2][C:3](=[O:25])[C:4]1[CH:9]=[CH:8][C:7]([Sn](CCCC)(CCCC)CCCC)=[C:6]([O:23][CH3:24])[CH:5]=1.[CH2:26]([O:33][C:34]1[C:41]([O:42][CH3:43])=[CH:40][C:37]([CH:38]=[O:39])=[C:36](Br)[CH:35]=1)[C:27]1[CH:32]=[CH:31][CH:30]=[CH:29][CH:28]=1. The catalyst is C(#N)C.[Cu]I.C1C=CC(P(C2C=CC=CC=2)[C-]2C=CC=C2)=CC=1.C1C=CC(P(C2C=CC=CC=2)[C-]2C=CC=C2)=CC=1.Cl[Pd]Cl.[Fe+2]. The product is [CH3:1][O:2][C:3]([C:4]1[CH:9]=[CH:8][C:7]([C:36]2[CH:35]=[C:34]([O:33][CH2:26][C:27]3[CH:32]=[CH:31][CH:30]=[CH:29][CH:28]=3)[C:41]([O:42][CH3:43])=[CH:40][C:37]=2[CH:38]=[O:39])=[C:6]([O:23][CH3:24])[CH:5]=1)=[O:25]. The yield is 0.540. (8) The reactants are [Br:1][C:2]1[CH:3]=[C:4]([CH:16]=[CH:17][CH:18]=1)[CH2:5][N:6]1[C:10]([CH3:11])=[N:9][C:8]([C:12]([NH:14][NH2:15])=[O:13])=[N:7]1.[F:19][C:20]([F:32])([F:31])[O:21][C:22]1[CH:30]=[CH:29][C:25]([C:26](O)=O)=[CH:24][CH:23]=1. The catalyst is O=P(Cl)(Cl)Cl. The product is [Br:1][C:2]1[CH:3]=[C:4]([CH:16]=[CH:17][CH:18]=1)[CH2:5][N:6]1[C:10]([CH3:11])=[N:9][C:8]([C:12]2[O:13][C:26]([C:25]3[CH:29]=[CH:30][C:22]([O:21][C:20]([F:19])([F:31])[F:32])=[CH:23][CH:24]=3)=[N:15][N:14]=2)=[N:7]1. The yield is 0.420. (9) The reactants are [CH:1]1([NH2:8])[CH2:7][CH2:6][CH2:5][CH2:4][CH2:3][CH2:2]1.C1C=CC2N(O)N=NC=2C=1.C(Cl)CCl.C(N(C(C)C)CC)(C)C.[C:32]([C:34]1[CH:42]=[CH:41][C:37]([C:38](O)=[O:39])=[C:36]([CH3:43])[CH:35]=1)#[N:33]. The catalyst is ClCCl. The product is [C:32]([C:34]1[CH:42]=[CH:41][C:37]([C:38]([NH:8][CH:1]2[CH2:7][CH2:6][CH2:5][CH2:4][CH2:3][CH2:2]2)=[O:39])=[C:36]([CH3:43])[CH:35]=1)#[N:33]. The yield is 0.520. (10) The reactants are [CH3:1][N:2]1[C:7](=[O:8])[CH:6]=[C:5]([C:9]2[CH:14]=[CH:13][N:12]=[CH:11][N:10]=2)[N:4]=[C:3]1[O:15][CH:16]1[CH2:21][CH2:20][NH:19][CH2:18][CH2:17]1.F[C:23]1[CH:30]=[CH:29][CH:28]=[CH:27][C:24]=1[CH:25]=[O:26].C(=O)([O-])[O-].[K+].[K+]. The yield is 0.520. The catalyst is CS(C)=O. The product is [CH3:1][N:2]1[C:7](=[O:8])[CH:6]=[C:5]([C:9]2[CH:14]=[CH:13][N:12]=[CH:11][N:10]=2)[N:4]=[C:3]1[O:15][CH:16]1[CH2:21][CH2:20][N:19]([C:23]2[CH:30]=[CH:29][CH:28]=[CH:27][C:24]=2[CH:25]=[O:26])[CH2:18][CH2:17]1.